From a dataset of NCI-60 drug combinations with 297,098 pairs across 59 cell lines. Regression. Given two drug SMILES strings and cell line genomic features, predict the synergy score measuring deviation from expected non-interaction effect. Drug 1: C1=NC2=C(N=C(N=C2N1C3C(C(C(O3)CO)O)O)F)N. Drug 2: CC12CCC3C(C1CCC2O)C(CC4=C3C=CC(=C4)O)CCCCCCCCCS(=O)CCCC(C(F)(F)F)(F)F. Cell line: K-562. Synergy scores: CSS=14.9, Synergy_ZIP=-6.48, Synergy_Bliss=-10.6, Synergy_Loewe=-10.1, Synergy_HSA=-8.01.